From a dataset of Forward reaction prediction with 1.9M reactions from USPTO patents (1976-2016). Predict the product of the given reaction. (1) Given the reactants [C:1]1([N:7]2[CH2:12][CH2:11][N:10]([C:13]3[C:22]4[C:17](=[CH:18][CH:19]=[C:20]([C:23](OCC[Si](C)(C)C)=[O:24])[CH:21]=4)[CH:16]=[N:15][CH:14]=3)[CH2:9][CH2:8]2)[CH:6]=[CH:5][CH:4]=[CH:3][CH:2]=1.[Cl-].[NH4+].C([N:36](CC)CC)C.ON1C2C=CC=CC=2N=N1.Cl.CN(C)CCCN=C=NCC, predict the reaction product. The product is: [C:1]1([N:7]2[CH2:8][CH2:9][N:10]([C:13]3[C:22]4[C:17](=[CH:18][CH:19]=[C:20]([C:23]([NH2:36])=[O:24])[CH:21]=4)[CH:16]=[N:15][CH:14]=3)[CH2:11][CH2:12]2)[CH:6]=[CH:5][CH:4]=[CH:3][CH:2]=1. (2) Given the reactants [O:1]1[CH2:5][CH2:4][O:3][CH:2]1[C:6]1[S:7][CH:8]=[CH:9][N:10]=1.[Li]CCCC.[C:16](=[O:18])=[O:17].Cl, predict the reaction product. The product is: [O:1]1[CH2:5][CH2:4][O:3][CH:2]1[C:6]1[S:7][C:8]([C:16]([OH:18])=[O:17])=[CH:9][N:10]=1. (3) Given the reactants [CH3:1][N:2]([CH3:22])[CH2:3][C:4]#[C:5][C:6]1[CH:11]=[CH:10][C:9](/[C:12](/[C:16]2[CH:21]=[CH:20][CH:19]=[CH:18][CH:17]=2)=[CH:13]\[CH2:14][OH:15])=[CH:8][CH:7]=1.C(P(CCCC)CCCC)CCC.N(C(N1CCCCC1)=O)=NC(N1CCCCC1)=O.[CH3:54][O:55][C:56](=[O:67])[CH2:57][O:58][C:59]1[CH:64]=[CH:63][C:62](O)=[CH:61][C:60]=1[CH3:66], predict the reaction product. The product is: [CH3:54][O:55][C:56](=[O:67])[CH2:57][O:58][C:59]1[CH:64]=[CH:63][C:62]([O:15][CH2:14]/[CH:13]=[C:12](/[C:9]2[CH:10]=[CH:11][C:6]([C:5]#[C:4][CH2:3][N:2]([CH3:1])[CH3:22])=[CH:7][CH:8]=2)\[C:16]2[CH:17]=[CH:18][CH:19]=[CH:20][CH:21]=2)=[CH:61][C:60]=1[CH3:66]. (4) Given the reactants [CH3:1][CH:2]1[CH2:11][C:10]2[C:5](=[CH:6][CH:7]=[CH:8][CH:9]=2)[CH:4]([C:12]2[CH:17]=[CH:16][C:15]([C:18]([F:21])([F:20])[F:19])=[CH:14][CH:13]=2)[NH:3]1.CCN(C(C)C)C(C)C.[N:31]([C:34]1[CH:35]=[N:36][CH:37]=[CH:38][CH:39]=1)=[C:32]=[O:33], predict the reaction product. The product is: [CH3:1][CH:2]1[CH2:11][C:10]2[C:5](=[CH:6][CH:7]=[CH:8][CH:9]=2)[CH:4]([C:12]2[CH:13]=[CH:14][C:15]([C:18]([F:19])([F:21])[F:20])=[CH:16][CH:17]=2)[N:3]1[C:32]([NH:31][C:34]1[CH:35]=[N:36][CH:37]=[CH:38][CH:39]=1)=[O:33].